From a dataset of Full USPTO retrosynthesis dataset with 1.9M reactions from patents (1976-2016). Predict the reactants needed to synthesize the given product. Given the product [C:21]([NH:1][C:2]1[CH:7]=[CH:6][C:5]([C:8]2[N:17]=[C:16]([C:18]([OH:20])=[O:19])[C:15]3[C:10](=[CH:11][CH:12]=[CH:13][CH:14]=3)[N:9]=2)=[CH:4][CH:3]=1)(=[O:23])[CH3:22], predict the reactants needed to synthesize it. The reactants are: [NH2:1][C:2]1[CH:7]=[CH:6][C:5]([C:8]2[N:17]=[C:16]([C:18]([OH:20])=[O:19])[C:15]3[C:10](=[CH:11][CH:12]=[CH:13][CH:14]=3)[N:9]=2)=[CH:4][CH:3]=1.[C:21](OC(=O)C)(=[O:23])[CH3:22].[OH-].[K+].